From a dataset of Reaction yield outcomes from USPTO patents with 853,638 reactions. Predict the reaction yield, written as a fraction of the theoretical maximum amount of product (1.0 means a 100% yield; for example, 0.34 means a 34% yield). (1) The reactants are [C:1]1([S:7]([N:10]2[C:14]3=[N:15][CH:16]=[C:17](Br)[CH:18]=[C:13]3[C:12]([C:20]3[CH:24]=[CH:23][O:22][CH:21]=3)=[CH:11]2)(=[O:9])=[O:8])[CH:6]=[CH:5][CH:4]=[CH:3][CH:2]=1.[CH:25]([Si:28]([CH:40]([CH3:42])[CH3:41])([CH:37]([CH3:39])[CH3:38])[N:29]1[CH:33]=[CH:32][C:31](B(O)O)=[CH:30]1)([CH3:27])[CH3:26].[Li+].[Cl-].C([O-])([O-])=O.[Na+].[Na+]. The catalyst is Cl[Pd](Cl)([P](C1C=CC=CC=1)(C1C=CC=CC=1)C1C=CC=CC=1)[P](C1C=CC=CC=1)(C1C=CC=CC=1)C1C=CC=CC=1.C1(C)C=CC=CC=1.CCO. The product is [C:1]1([S:7]([N:10]2[C:14]3=[N:15][CH:16]=[C:17]([C:31]4[CH:32]=[CH:33][N:29]([Si:28]([CH:37]([CH3:39])[CH3:38])([CH:40]([CH3:42])[CH3:41])[CH:25]([CH3:26])[CH3:27])[CH:30]=4)[CH:18]=[C:13]3[C:12]([C:20]3[CH:24]=[CH:23][O:22][CH:21]=3)=[CH:11]2)(=[O:9])=[O:8])[CH:6]=[CH:5][CH:4]=[CH:3][CH:2]=1. The yield is 0.360. (2) The reactants are [I:1][C:2]1[CH:3]=[C:4]([CH:8]=[CH:9][C:10]=1[OH:11])[C:5]([OH:7])=[O:6].S(=O)(=O)(O)O.Cl[CH2:18]Cl.C(=O)(O)[O-].[Na+]. The catalyst is CO.C(OCC)(=O)C. The product is [OH:11][C:10]1[CH:9]=[CH:8][C:4]([C:5]([O:7][CH3:18])=[O:6])=[CH:3][C:2]=1[I:1]. The yield is 0.590. (3) The reactants are [CH2:1]([O:8][C:9](=[O:24])[NH:10][C@H:11]([CH:21]([CH3:23])[CH3:22])[C:12]([NH:14][CH2:15][CH:16](OC)OC)=[O:13])[C:2]1[CH:7]=[CH:6][CH:5]=[CH:4][CH:3]=1.C(O)(C(F)(F)F)=O.O.C([O-])([O-])=O.[Na+].[Na+]. No catalyst specified. The product is [CH:21]([C@@H:11]1[C:12](=[O:13])[NH:14][CH:15]=[CH:16][N:10]1[C:9]([O:8][CH2:1][C:2]1[CH:3]=[CH:4][CH:5]=[CH:6][CH:7]=1)=[O:24])([CH3:22])[CH3:23]. The yield is 0.954. (4) The reactants are [CH3:1][C:2]([CH3:15])([CH3:14])[C:3]#[C:4]B(OC(C)C)OC(C)C.Br[C:17]1[C:26]2[C:21](=[CH:22][CH:23]=[CH:24][CH:25]=2)[C:20]([C:27]([NH:29][S:30]([C:33]2[CH:38]=[CH:37][CH:36]=[CH:35][C:34]=2[S:39](=[O:42])(=[O:41])[NH2:40])(=[O:32])=[O:31])=[O:28])=[CH:19][CH:18]=1.C(=O)([O-])[O-].[K+].[K+].O. The catalyst is O1CCCC1.C1C=CC(P(C2C=CC=CC=2)[C-]2C=CC=C2)=CC=1.C1C=CC(P(C2C=CC=CC=2)[C-]2C=CC=C2)=CC=1.Cl[Pd]Cl.[Fe+2]. The product is [CH3:15][C:2]([CH3:1])([CH3:14])[C:3]#[C:4][C:17]1[C:26]2[C:21](=[CH:22][CH:23]=[CH:24][CH:25]=2)[C:20]([C:27]([NH:29][S:30]([C:33]2[CH:38]=[CH:37][CH:36]=[CH:35][C:34]=2[S:39](=[O:41])(=[O:42])[NH2:40])(=[O:31])=[O:32])=[O:28])=[CH:19][CH:18]=1. The yield is 0.0900. (5) The reactants are [C:1]([O:5][C:6]([N:8]1[CH2:13][CH2:12][CH:11]([CH:14]([OH:26])[C:15]2[CH:20]=[CH:19][C:18]([S:21](=[O:25])(=[O:24])[NH:22][CH3:23])=[CH:17][CH:16]=2)[CH2:10][CH2:9]1)=[O:7])([CH3:4])([CH3:3])[CH3:2].C1C=C[NH+]=CC=1.[O-][Cr](Cl)(=O)=O. The catalyst is C(Cl)Cl. The product is [C:1]([O:5][C:6]([N:8]1[CH2:13][CH2:12][CH:11]([C:14](=[O:26])[C:15]2[CH:16]=[CH:17][C:18]([S:21](=[O:25])(=[O:24])[NH:22][CH3:23])=[CH:19][CH:20]=2)[CH2:10][CH2:9]1)=[O:7])([CH3:4])([CH3:2])[CH3:3]. The yield is 0.800.